From a dataset of CYP1A2 inhibition data for predicting drug metabolism from PubChem BioAssay. Regression/Classification. Given a drug SMILES string, predict its absorption, distribution, metabolism, or excretion properties. Task type varies by dataset: regression for continuous measurements (e.g., permeability, clearance, half-life) or binary classification for categorical outcomes (e.g., BBB penetration, CYP inhibition). Dataset: cyp1a2_veith. (1) The molecule is CC(C)NC(=O)c1n[nH]c(=O)c2ccccc12. The result is 1 (inhibitor). (2) The compound is COc1cccc(-c2nc(N3CCN(C)CC3)c3ccccc3n2)c1. The result is 1 (inhibitor). (3) The result is 0 (non-inhibitor). The molecule is O=C(NCc1cccs1)O[C@H]1C[C@H]2CC[C@@H]1C2. (4) The molecule is O=c1c(-c2ccc(F)cc2)nc2cnc(N3CCOCC3)nc2n1C1CC1. The result is 0 (non-inhibitor).